The task is: Regression. Given two drug SMILES strings and cell line genomic features, predict the synergy score measuring deviation from expected non-interaction effect.. This data is from NCI-60 drug combinations with 297,098 pairs across 59 cell lines. Cell line: SF-268. Synergy scores: CSS=6.54, Synergy_ZIP=6.22, Synergy_Bliss=11.9, Synergy_Loewe=9.10, Synergy_HSA=8.64. Drug 1: CN1CCC(CC1)COC2=C(C=C3C(=C2)N=CN=C3NC4=C(C=C(C=C4)Br)F)OC. Drug 2: C1CC(=O)NC(=O)C1N2C(=O)C3=CC=CC=C3C2=O.